From a dataset of Full USPTO retrosynthesis dataset with 1.9M reactions from patents (1976-2016). Predict the reactants needed to synthesize the given product. Given the product [Cl:22][C:17]1[CH:16]=[C:15]([C@H:14]2[C@H:10]([NH:7][CH2:8][CH3:9])[CH2:11][N:12]([C:23]([N:25]3[CH2:26][CH2:27][N:28]([S:31]([CH3:34])(=[O:32])=[O:33])[CH2:29][CH2:30]3)=[O:24])[CH2:13]2)[CH:20]=[CH:19][C:18]=1[Cl:21], predict the reactants needed to synthesize it. The reactants are: C(OC(=O)[N:7]([C@H:10]1[C@H:14]([C:15]2[CH:20]=[CH:19][C:18]([Cl:21])=[C:17]([Cl:22])[CH:16]=2)[CH2:13][N:12]([C:23]([N:25]2[CH2:30][CH2:29][N:28]([S:31]([CH3:34])(=[O:33])=[O:32])[CH2:27][CH2:26]2)=[O:24])[CH2:11]1)[CH2:8][CH3:9])(C)(C)C.C(O)(C(F)(F)F)=O.